This data is from CYP2C19 inhibition data for predicting drug metabolism from PubChem BioAssay. The task is: Regression/Classification. Given a drug SMILES string, predict its absorption, distribution, metabolism, or excretion properties. Task type varies by dataset: regression for continuous measurements (e.g., permeability, clearance, half-life) or binary classification for categorical outcomes (e.g., BBB penetration, CYP inhibition). Dataset: cyp2c19_veith. (1) The molecule is COC(=O)CSc1nnc2n(C3CCCCC3)c(=O)c3c4c(sc3n12)CCCC4. The result is 1 (inhibitor). (2) The molecule is CO[C@@H]1COC(=O)[C@@H](C)NC(=O)C/C=C\[C@@H](C)[C@H](NS(=O)(=O)c2ccc(C)cc2)COC(=O)[C@H](C)NC(=O)C/C=C\[C@H]1C. The result is 0 (non-inhibitor). (3) The drug is CC(C)CN(CC#N)CC(C)C. The result is 0 (non-inhibitor). (4) The molecule is O=c1c(-c2ccc(F)cc2)nc2cncnc2n1C1CC1. The result is 0 (non-inhibitor).